Dataset: Full USPTO retrosynthesis dataset with 1.9M reactions from patents (1976-2016). Task: Predict the reactants needed to synthesize the given product. Given the product [CH:23]1([N:22]2[C:21]3[CH:29]=[CH:30][C:31]([C:33]([OH:35])=[O:34])=[CH:32][C:20]=3[N:19]=[C:18]2[C:13]2[CH:14]=[C:15]3[C:10](=[CH:11][CH:12]=2)[N:9]=[C:74]([C:69]2[CH:68]=[C:67]([OH:66])[CH:72]=[C:71]([OH:73])[CH:70]=2)[CH:75]=[CH:16]3)[CH2:24][CH2:25][CH2:26][CH2:27][CH2:28]1, predict the reactants needed to synthesize it. The reactants are: BrC1C=CC(O)=C(C2C=[CH:16][C:15]3[C:10](=[CH:11][CH:12]=[C:13]([C:18]4[N:22]([CH:23]5[CH2:28][CH2:27][CH2:26][CH2:25][CH2:24]5)[C:21]5[CH:29]=[CH:30][C:31]([C:33]([OH:35])=[O:34])=[CH:32][C:20]=5[N:19]=4)[CH:14]=3)[N:9]=2)C=1.C(OC(C1C=CC2N(C3CCCCC3)C(C3C=CC(N)=C(C=O)C=3)=NC=2C=1)=O)C.[OH:66][C:67]1[CH:68]=[C:69]([C:74](=O)[CH3:75])[CH:70]=[C:71]([OH:73])[CH:72]=1.[OH-].[K+].